From a dataset of Catalyst prediction with 721,799 reactions and 888 catalyst types from USPTO. Predict which catalyst facilitates the given reaction. (1) Reactant: [Br:1][C:2]1[CH:26]=[CH:25][C:24]([C:27]([F:30])([F:29])[F:28])=[CH:23][C:3]=1[CH2:4][N:5]([CH2:8][C:9]1[CH:14]=[C:13]([C:15]([F:18])([F:17])[F:16])[CH:12]=[C:11]([C:19]([F:22])([F:21])[F:20])[CH:10]=1)[C:6]#[N:7].C(N(CC)CC)C.C[Si]([N:42]=[N+:43]=[N-:44])(C)C.[OH-].[Na+]. Product: [Br:1][C:2]1[CH:26]=[CH:25][C:24]([C:27]([F:28])([F:29])[F:30])=[CH:23][C:3]=1[CH2:4][N:5]([CH2:8][C:9]1[CH:10]=[C:11]([C:19]([F:20])([F:21])[F:22])[CH:12]=[C:13]([C:15]([F:18])([F:17])[F:16])[CH:14]=1)[C:6]1[N:42]=[N:43][NH:44][N:7]=1. The catalyst class is: 282. (2) Reactant: [Br:1][C:2]1[CH:3]=[C:4]([CH:8]=[C:9]([Br:11])[CH:10]=1)[C:5](Cl)=O.[Cl:12][C:13]1[CH:14]=[C:15]([C:25]#[N:26])[CH:16]=[C:17]([C:19]2[CH:24]=[CH:23][CH:22]=[CH:21][CH:20]=2)[CH:18]=1.[Sb](Cl)(Cl)(Cl)(Cl)Cl.[NH3:33]. Product: [Cl:12][C:13]1[CH:14]=[C:15]([C:25]2[N:26]=[C:25]([C:15]3[CH:16]=[C:17]([C:19]4[CH:20]=[CH:21][CH:22]=[CH:23][CH:24]=4)[CH:18]=[C:13]([Cl:12])[CH:14]=3)[N:33]=[C:5]([C:4]3[CH:3]=[C:2]([Br:1])[CH:10]=[C:9]([Br:11])[CH:8]=3)[N:26]=2)[CH:16]=[C:17]([C:19]2[CH:24]=[CH:23][CH:22]=[CH:21][CH:20]=2)[CH:18]=1. The catalyst class is: 159.